Dataset: Catalyst prediction with 721,799 reactions and 888 catalyst types from USPTO. Task: Predict which catalyst facilitates the given reaction. (1) Reactant: [CH]Cl.C([N:10]([CH2:20][C:21]1[C:25]2[N:26]=[CH:27][NH:28][C:29](=[O:30])[C:24]=2[NH:23][CH:22]=1)[CH2:11][CH:12]1[CH2:17][O:16][C:15]([CH3:19])([CH3:18])[O:14][CH2:13]1)C1C=CC=CC=1. Product: [CH3:18][C:15]1([CH3:19])[O:16][CH2:17][CH:12]([CH2:11][NH:10][CH2:20][C:21]2[C:25]3[N:26]=[CH:27][NH:28][C:29](=[O:30])[C:24]=3[NH:23][CH:22]=2)[CH2:13][O:14]1. The catalyst class is: 5. (2) Reactant: C([O:4][CH2:5][C@:6]1([CH3:42])[C@@H:11]([O:12]C(=O)C)[C@H:10]([O:16]C(=O)C)[C@H:9]([O:20]C(=O)C)[C@@H:8]([O:24][C:25]2[CH:30]=[CH:29][C:28]([C:31]3[CH:36]=[CH:35][CH:34]=[C:33]([C:37](=[O:40])[NH:38][CH3:39])[CH:32]=3)=[CH:27][C:26]=2[CH3:41])[O:7]1)(=O)C.C[O-].[Na+]. Product: [CH3:39][NH:38][C:37](=[O:40])[C:33]1[CH:34]=[CH:35][CH:36]=[C:31]([C:28]2[CH:29]=[CH:30][C:25]([O:24][C@@H:8]3[C@@H:9]([OH:20])[C@@H:10]([OH:16])[C@H:11]([OH:12])[C@:6]([CH2:5][OH:4])([CH3:42])[O:7]3)=[C:26]([CH3:41])[CH:27]=2)[CH:32]=1. The catalyst class is: 5.